Dataset: Forward reaction prediction with 1.9M reactions from USPTO patents (1976-2016). Task: Predict the product of the given reaction. (1) Given the reactants [Cl:1][CH2:2][C:3]1[CH:11]=[CH:10][C:6]([C:7](Cl)=[O:8])=[CH:5][CH:4]=1.[NH2:12][C:13]1[CH:14]=[C:15]([NH:20][C:21](=[O:31])[C:22]2[CH:27]=[CH:26][CH:25]=[C:24]([N:28]([CH3:30])[CH3:29])[CH:23]=2)[CH:16]=[CH:17][C:18]=1[CH3:19], predict the reaction product. The product is: [CH3:30][N:28]([CH3:29])[C:24]1[CH:23]=[C:22]([CH:27]=[CH:26][CH:25]=1)[C:21]([NH:20][C:15]1[CH:16]=[CH:17][C:18]([CH3:19])=[C:13]([NH:12][C:7](=[O:8])[C:6]2[CH:10]=[CH:11][C:3]([CH2:2][Cl:1])=[CH:4][CH:5]=2)[CH:14]=1)=[O:31]. (2) Given the reactants [Cl:1][C:2]1[CH:3]=[CH:4][C:5]2[CH:9]=[CH:8][S:7][C:6]=2[CH:10]=1.[Br:11][C:12]1[CH:13]=[CH:14][C:15]([Cl:20])=[C:16]([CH:19]=1)[CH:17]=O, predict the reaction product. The product is: [Br:11][C:12]1[CH:13]=[CH:14][C:15]([Cl:20])=[C:16]([CH2:17][C:8]2[S:7][C:6]3[CH:10]=[C:2]([Cl:1])[CH:3]=[CH:4][C:5]=3[CH:9]=2)[CH:19]=1. (3) Given the reactants [CH3:1][C:2]1[CH:7]=[CH:6][C:5]([C:8]2[CH:13]=[C:12]([C:14]([N:16]3[CH2:20][CH2:19][CH2:18][CH2:17]3)=[O:15])[CH:11]=[C:10]([C:21]([OH:23])=O)[CH:9]=2)=[CH:4][CH:3]=1.[NH2:24][CH:25]([C:29]1[CH:30]=[N:31][C:32]([C:35]([F:38])([F:37])[F:36])=[CH:33][CH:34]=1)[CH2:26][CH2:27][OH:28].F[P-](F)(F)(F)(F)F.C[N+](C)=C(N(C)C)ON1C2N=CC=CC=2N=N1.C(N(CC)C(C)C)(C)C, predict the reaction product. The product is: [OH:28][CH2:27][CH2:26][CH:25]([NH:24][C:21]([C:10]1[CH:9]=[C:8]([C:5]2[CH:4]=[CH:3][C:2]([CH3:1])=[CH:7][CH:6]=2)[CH:13]=[C:12]([C:14]([N:16]2[CH2:17][CH2:18][CH2:19][CH2:20]2)=[O:15])[CH:11]=1)=[O:23])[C:29]1[CH:30]=[N:31][C:32]([C:35]([F:36])([F:37])[F:38])=[CH:33][CH:34]=1. (4) Given the reactants [CH3:1][O:2][C:3]1[C:12]([C:13]2[O:17][C:16]([C@@H:18]([NH:28]C(=O)OCC3C=CC=CC=3)[CH2:19][CH2:20][CH2:21][CH2:22][CH2:23][C:24]([NH:26][CH3:27])=[O:25])=[N:15][CH:14]=2)=[CH:11][C:10]2[C:5](=[CH:6][CH:7]=[CH:8][CH:9]=2)[N:4]=1, predict the reaction product. The product is: [NH2:28][C@H:18]([C:16]1[O:17][C:13]([C:12]2[C:3]([O:2][CH3:1])=[N:4][C:5]3[C:10]([CH:11]=2)=[CH:9][CH:8]=[CH:7][CH:6]=3)=[CH:14][N:15]=1)[CH2:19][CH2:20][CH2:21][CH2:22][CH2:23][C:24]([NH:26][CH3:27])=[O:25]. (5) The product is: [CH:20]1([C:26]2[C:27]([C:28]#[N:29])=[C:12]([C:14]3[CH:19]=[CH:18][CH:17]=[CH:16][CH:15]=3)[C:3]3[C:2](=[CH:7][CH:6]=[C:5]([C:8]([F:11])([F:10])[F:9])[CH:4]=3)[N:1]=2)[CH2:25][CH2:24][CH2:23][CH2:22][CH2:21]1. Given the reactants [NH2:1][C:2]1[CH:7]=[CH:6][C:5]([C:8]([F:11])([F:10])[F:9])=[CH:4][C:3]=1[C:12]([C:14]1[CH:19]=[CH:18][CH:17]=[CH:16][CH:15]=1)=O.[CH:20]1([C:26](=O)[CH2:27][C:28]#[N:29])[CH2:25][CH2:24][CH2:23][CH2:22][CH2:21]1, predict the reaction product. (6) Given the reactants C([O:4][CH2:5][CH2:6][CH:7]1[CH2:15][C:14]2[C:9](=[CH:10][C:11]([N+:20]([O-:22])=[O:21])=[C:12]([NH:16]C(=O)C)[CH:13]=2)[CH2:8]1)(=O)C.O.[CH]Cl, predict the reaction product. The product is: [NH2:16][C:12]1[CH:13]=[C:14]2[C:9](=[CH:10][C:11]=1[N+:20]([O-:22])=[O:21])[CH2:8][CH:7]([CH2:6][CH2:5][OH:4])[CH2:15]2.